Task: Predict the reactants needed to synthesize the given product.. Dataset: Full USPTO retrosynthesis dataset with 1.9M reactions from patents (1976-2016) (1) The reactants are: [NH3:1].[N:2]([C:5]1[CH:10]=[CH:9][C:8]([C:11]2[CH:12]=[C:13]([CH3:17])[N:14]=[N:15][CH:16]=2)=[C:7]([O:18][CH3:19])[CH:6]=1)=[C:3]=[S:4]. Given the product [CH3:19][O:18][C:7]1[CH:6]=[C:5]([NH:2][C:3]([NH2:1])=[S:4])[CH:10]=[CH:9][C:8]=1[C:11]1[CH:12]=[C:13]([CH3:17])[N:14]=[N:15][CH:16]=1, predict the reactants needed to synthesize it. (2) Given the product [ClH:41].[C:1]1([N:7]([CH2:30][CH2:31][CH2:32][O:33][CH2:34][C:35]2[CH:40]=[CH:39][CH:38]=[CH:37][CH:36]=2)[C:8]([C:10]2[CH:29]=[CH:28][C:13]3[N:14]([CH3:27])[C:15]([CH2:17][NH:18][C:19]4[CH:24]=[CH:23][C:22]([C:25](=[NH:49])[NH2:26])=[CH:21][CH:20]=4)=[N:16][C:12]=3[CH:11]=2)=[O:9])[CH:2]=[CH:3][CH:4]=[CH:5][CH:6]=1, predict the reactants needed to synthesize it. The reactants are: [C:1]1([N:7]([CH2:30][CH2:31][CH2:32][O:33][CH2:34][C:35]2[CH:40]=[CH:39][CH:38]=[CH:37][CH:36]=2)[C:8]([C:10]2[CH:29]=[CH:28][C:13]3[N:14]([CH3:27])[C:15]([CH2:17][NH:18][C:19]4[CH:24]=[CH:23][C:22]([C:25]#[N:26])=[CH:21][CH:20]=4)=[N:16][C:12]=3[CH:11]=2)=[O:9])[CH:6]=[CH:5][CH:4]=[CH:3][CH:2]=1.[ClH:41].C(O)C.C(=O)([O-])[O-].[NH4+:49].[NH4+]. (3) The reactants are: [BH4-].[Li+].C([O:5][C:6](=O)[C@@H:7]([NH:15][C:16]([O:18][C:19]([CH3:22])([CH3:21])[CH3:20])=[O:17])[CH2:8][CH2:9][C:10](OCC)=[O:11])C.CO.O. Given the product [C:19]([O:18][C:16](=[O:17])[NH:15][C@H:7]([CH2:6][OH:5])[CH2:8][CH2:9][CH2:10][OH:11])([CH3:22])([CH3:20])[CH3:21], predict the reactants needed to synthesize it. (4) Given the product [NH2:10][C:8]1[CH:9]=[C:5]([C:1]([CH3:4])([CH3:3])[CH3:2])[S:6][C:7]=1[C:13]([N:15]1[CH2:20][CH2:19][N:18]([CH2:21][CH2:22][N:23]([CH3:24])[CH3:25])[C:17](=[O:26])[C:16]1([CH3:27])[CH3:28])=[O:14], predict the reactants needed to synthesize it. The reactants are: [C:1]([C:5]1[S:6][C:7]([C:13]([N:15]2[CH2:20][CH2:19][N:18]([CH2:21][CH2:22][N:23]([CH3:25])[CH3:24])[C:17](=[O:26])[C:16]2([CH3:28])[CH3:27])=[O:14])=[C:8]([N+:10]([O-])=O)[CH:9]=1)([CH3:4])([CH3:3])[CH3:2].O.O.[Sn](Cl)(Cl)(Cl)Cl. (5) The reactants are: [NH2:1][C:2]1[N:7]=[C:6]([CH3:8])[C:5]([CH2:9][C:10]2[CH:15]=[CH:14][C:13]([CH2:16][C:17]#N)=[CH:12][C:11]=2[O:19][CH3:20])=[C:4]([NH:21][CH2:22][CH2:23][CH2:24][CH2:25][CH3:26])[N:3]=1.S(=O)(=O)(O)[OH:28].[C:32]([O-])(O)=[O:33].[Na+]. Given the product [NH2:1][C:2]1[N:7]=[C:6]([CH3:8])[C:5]([CH2:9][C:10]2[CH:15]=[CH:14][C:13]([CH2:16][C:17]([O:33][CH3:32])=[O:28])=[CH:12][C:11]=2[O:19][CH3:20])=[C:4]([NH:21][CH2:22][CH2:23][CH2:24][CH2:25][CH3:26])[N:3]=1, predict the reactants needed to synthesize it. (6) Given the product [F:33][C:31]([C:28]1[CH:29]=[CH:30][C:25]([C:22]2[CH:21]=[C:20]([CH2:19][N:14]3[CH:13]=[C:12]4[N:17]=[C:9]([C:3]5[CH:4]=[CH:5][CH:6]=[C:7]([F:8])[C:2]=5[F:1])[N:10]=[C:11]4[CH:16]=[N:15]3)[O:24][N:23]=2)=[CH:26][CH:27]=1)([F:34])[CH3:32], predict the reactants needed to synthesize it. The reactants are: [F:1][C:2]1[C:7]([F:8])=[CH:6][CH:5]=[CH:4][C:3]=1[C:9]1[N:17]=[C:12]2[CH:13]=[N:14][NH:15][CH:16]=[C:11]2[N:10]=1.Cl[CH2:19][C:20]1[O:24][N:23]=[C:22]([C:25]2[CH:30]=[CH:29][C:28]([C:31]([F:34])([F:33])[CH3:32])=[CH:27][CH:26]=2)[CH:21]=1.